Dataset: Catalyst prediction with 721,799 reactions and 888 catalyst types from USPTO. Task: Predict which catalyst facilitates the given reaction. Reactant: [CH:1]([NH:3][NH:4][C:5](=[O:17])[C:6]1[CH:11]=[C:10]([CH2:12][CH3:13])[C:9]([O:14][CH3:15])=[N:8][C:7]=1[CH3:16])=O.S(Cl)(C1C=CC(C)=CC=1)(=O)=O.C(N=P1(N(CC)CC)N(C)CCCN1C)(C)(C)C. Product: [CH2:12]([C:10]1[C:9]([O:14][CH3:15])=[N:8][C:7]([CH3:16])=[C:6]([C:5]2[O:17][CH:1]=[N:3][N:4]=2)[CH:11]=1)[CH3:13]. The catalyst class is: 7.